Dataset: Full USPTO retrosynthesis dataset with 1.9M reactions from patents (1976-2016). Task: Predict the reactants needed to synthesize the given product. Given the product [NH3:3].[CH2:1]([N:3]1[C:4]([C:8]2[CH:13]=[CH:12][N:11]=[CH:10][CH:9]=2)=[N:5][N:6]=[C:7]1[CH2:14][OH:15])[CH3:2], predict the reactants needed to synthesize it. The reactants are: [CH2:1]([N:3]1[CH:7]=[N:6][N:5]=[C:4]1[C:8]1[CH:13]=[CH:12][N:11]=[CH:10][CH:9]=1)[CH3:2].[CH2:14]=[O:15].